Task: Predict which catalyst facilitates the given reaction.. Dataset: Catalyst prediction with 721,799 reactions and 888 catalyst types from USPTO (1) Reactant: Cl.[Si]([O:19][CH2:20][CH2:21][O:22][CH2:23][C@H:24]([O:35][C:36]1[C:37]2[N:44]=[N:43][N:42]([C:45]3[CH:50]=[CH:49][CH:48]=[CH:47][C:46]=3[CH3:51])[C:38]=2[N:39]=[CH:40][N:41]=1)[C:25]([NH:27][C:28]1[CH:33]=[CH:32][C:31]([Cl:34])=[CH:30][N:29]=1)=[O:26])(C(C)(C)C)(C1C=CC=CC=1)C1C=CC=CC=1. Product: [Cl:34][C:31]1[CH:32]=[CH:33][C:28]([NH:27][C:25](=[O:26])[C@@H:24]([O:35][C:36]2[C:37]3[N:44]=[N:43][N:42]([C:45]4[CH:50]=[CH:49][CH:48]=[CH:47][C:46]=4[CH3:51])[C:38]=3[N:39]=[CH:40][N:41]=2)[CH2:23][O:22][CH2:21][CH2:20][OH:19])=[N:29][CH:30]=1. The catalyst class is: 5. (2) Reactant: C(OC([N:8]1[CH2:13][CH2:12][O:11][CH:10]([C:14]2[CH:19]=[CH:18][C:17]([NH:20][C:21]([C:23]3[CH:28]=[CH:27][C:26]([C:29]([F:32])([F:31])[F:30])=[CH:25][N:24]=3)=[O:22])=[CH:16][CH:15]=2)[CH2:9]1)=O)(C)(C)C.[ClH:33]. Product: [ClH:33].[NH:8]1[CH2:13][CH2:12][O:11][CH:10]([C:14]2[CH:19]=[CH:18][C:17]([NH:20][C:21]([C:23]3[CH:28]=[CH:27][C:26]([C:29]([F:32])([F:30])[F:31])=[CH:25][N:24]=3)=[O:22])=[CH:16][CH:15]=2)[CH2:9]1. The catalyst class is: 523. (3) Reactant: Br[C:2]1[CH:3]=[CH:4][C:5]2[CH:9]=[CH:8][S:7][C:6]=2[CH:10]=1.[CH3:11][C:12]1([CH3:28])[C:16]([CH3:18])([CH3:17])[O:15][B:14]([B:14]2[O:15][C:16]([CH3:18])([CH3:17])[C:12]([CH3:28])([CH3:11])[O:13]2)[O:13]1.C([O-])(=O)C.[K+]. Product: [S:7]1[CH:8]=[CH:9][C:5]2[CH:4]=[CH:3][C:2]([B:14]3[O:15][C:16]([CH3:18])([CH3:17])[C:12]([CH3:28])([CH3:11])[O:13]3)=[CH:10][C:6]1=2. The catalyst class is: 439. (4) Reactant: [CH2:1]([OH:4])[C:2]#[CH:3].[H-].[Na+].Cl[C:8]1[S:9][C:10]([CH:13]=[O:14])=[CH:11][N:12]=1.[Cl-].[NH4+]. Product: [CH2:1]([O:4][C:8]1[S:9][C:10]([CH:13]=[O:14])=[CH:11][N:12]=1)[C:2]#[CH:3]. The catalyst class is: 7.